Dataset: Forward reaction prediction with 1.9M reactions from USPTO patents (1976-2016). Task: Predict the product of the given reaction. The product is: [N+:1]([C:4]1[CH:5]=[CH:6][C:7]([N:10]2[CH2:15][CH2:14][CH2:13][C@H:12]([NH:16][C@@H:17]3[CH2:22][CH2:21][CH2:20][CH2:19][C@H:18]3[NH:23][C:24](=[O:32])[O:25][C:26]3[CH:31]=[CH:30][CH:29]=[CH:28][CH:27]=3)[CH2:11]2)=[CH:8][CH:9]=1)([O-:3])=[O:2]. Given the reactants [N+:1]([C:4]1[CH:9]=[CH:8][C:7]([N:10]2[CH2:15][CH2:14][CH2:13][CH:12]([NH:16][C@@H:17]3[CH2:22][CH2:21][CH2:20][CH2:19][C@H:18]3[NH2:23])[CH2:11]2)=[CH:6][CH:5]=1)([O-:3])=[O:2].[C:24](Cl)(=[O:32])[O:25][C:26]1[CH:31]=[CH:30][CH:29]=[CH:28][CH:27]=1, predict the reaction product.